Dataset: Peptide-MHC class II binding affinity with 134,281 pairs from IEDB. Task: Regression. Given a peptide amino acid sequence and an MHC pseudo amino acid sequence, predict their binding affinity value. This is MHC class II binding data. The peptide sequence is SLINSMKTSFSSRLL. The MHC is DRB1_0901 with pseudo-sequence DRB1_0901. The binding affinity (normalized) is 0.857.